From a dataset of Reaction yield outcomes from USPTO patents with 853,638 reactions. Predict the reaction yield, written as a fraction of the theoretical maximum amount of product (1.0 means a 100% yield; for example, 0.34 means a 34% yield). (1) The reactants are Cl.[N:2]1[CH:7]=[CH:6][C:5]([CH2:8][C:9]([OH:11])=O)=[CH:4][CH:3]=1.[NH2:12][C:13]1[O:14][C:15]2[CH:21]=[CH:20][CH:19]=[CH:18][C:16]=2[N:17]=1.CCN=C=NCCCN(C)C.Cl. The catalyst is C(Cl)Cl.CN(C1C=CN=CC=1)C. The product is [O:14]1[C:15]2[CH:21]=[CH:20][CH:19]=[CH:18][C:16]=2[N:17]=[C:13]1[NH:12][C:9](=[O:11])[CH2:8][C:5]1[CH:4]=[CH:3][N:2]=[CH:7][CH:6]=1. The yield is 0.300. (2) The reactants are C([NH:4][C:5]1[CH:10]=[CH:9][C:8]([NH:11][C:12]2[C:21]3[C:16](=[CH:17][CH:18]=[CH:19][CH:20]=3)[N:15]=[C:14]3[N:22]([CH3:26])[N:23]=[C:24]([CH3:25])[C:13]=23)=[CH:7][CH:6]=1)(=O)C.[ClH:27]. No catalyst specified. The product is [ClH:27].[NH2:4][C:5]1[CH:6]=[CH:7][C:8]([NH:11][C:12]2[C:21]3[C:16](=[CH:17][CH:18]=[CH:19][CH:20]=3)[N:15]=[C:14]3[N:22]([CH3:26])[N:23]=[C:24]([CH3:25])[C:13]=23)=[CH:9][CH:10]=1. The yield is 0.900. (3) The catalyst is CO. The product is [C:21]1([S:35]([OH:38])(=[O:37])=[O:36])[C:30]2[CH:29]=[CH:28][CH:27]=[C:26]([S:31]([OH:34])(=[O:33])=[O:32])[C:25]=2[CH:24]=[CH:23][CH:22]=1.[CH3:19][N:18]([CH3:20])[CH:16]([CH3:17])[C:14]([O:13][CH2:12][CH2:11][CH2:10][CH2:9][CH2:8][CH2:7][CH2:6][CH2:5][CH2:4][CH2:3][CH2:2][CH3:1])=[O:15]. The reactants are [CH3:1][CH2:2][CH2:3][CH2:4][CH2:5][CH2:6][CH2:7][CH2:8][CH2:9][CH2:10][CH2:11][CH2:12][O:13][C:14]([CH:16]([N:18]([CH3:20])[CH3:19])[CH3:17])=[O:15].[C:21]1([S:35]([OH:38])(=[O:37])=[O:36])[C:30]2[CH:29]=[CH:28][CH:27]=[C:26]([S:31]([OH:34])(=[O:33])=[O:32])[C:25]=2[CH:24]=[CH:23][CH:22]=1. The yield is 0.923. (4) The reactants are [CH2:1]1[C:11]2=[C:12]3[C:7](=[CH:8][CH:9]=[CH:10]2)[C:6]([C:13]2[C:18]([CH:19]([CH2:24][CH2:25][CH3:26])[C:20]([O:22]C)=[O:21])=[C:17]([CH3:27])[N:16]=[C:15]([N:28]4[CH2:33][CH2:32][CH2:31][CH2:30][CH2:29]4)[N:14]=2)=[CH:5][CH:4]=[C:3]3[CH2:2]1.[OH-].[Na+]. The product is [CH2:1]1[C:11]2=[C:12]3[C:7](=[CH:8][CH:9]=[CH:10]2)[C:6]([C:13]2[C:18]([CH:19]([CH2:24][CH2:25][CH3:26])[C:20]([OH:22])=[O:21])=[C:17]([CH3:27])[N:16]=[C:15]([N:28]4[CH2:29][CH2:30][CH2:31][CH2:32][CH2:33]4)[N:14]=2)=[CH:5][CH:4]=[C:3]3[CH2:2]1. The yield is 1.00. The catalyst is CO. (5) The reactants are [F:1][C:2]1[CH:10]=[C:9]2[C:5]([C:6]([C:20]3[CH:28]=[CH:27][C:23]4[NH:24][CH:25]=[N:26][C:22]=4[CH:21]=3)=[CH:7][N:8]2S(C2C=CC=CC=2)(=O)=O)=[CH:4][CH:3]=1.CC[N:31]([CH2:34]C)CC.[CH3:36][S:37](Cl)(=[O:39])=[O:38]. The catalyst is C(Cl)Cl.CCOC(C)=O. The product is [F:1][C:2]1[CH:10]=[C:9]2[C:5]([C:6]([C:20]3[CH:28]=[CH:27][C:23]4[N:24]=[C:25]([CH2:34][NH:31][S:37]([CH3:36])(=[O:39])=[O:38])[NH:26][C:22]=4[CH:21]=3)=[CH:7][NH:8]2)=[CH:4][CH:3]=1. The yield is 0.440. (6) The reactants are [Cl:1][C:2]1[CH:7]=[CH:6][C:5]([NH:8][C:9]2[N:14]=[C:13]([C:15](OCCOCC)=[O:16])[CH:12]=[CH:11][N:10]=2)=[CH:4][CH:3]=1.CC(C[AlH]CC(C)C)C. The catalyst is C1COCC1.C1(C)C=CC=CC=1. The product is [Cl:1][C:2]1[CH:3]=[CH:4][C:5]([NH:8][C:9]2[N:14]=[C:13]([CH2:15][OH:16])[CH:12]=[CH:11][N:10]=2)=[CH:6][CH:7]=1. The yield is 0.760. (7) The yield is 0.820. The catalyst is CN(C=O)C.Cl[Pd](Cl)([P](C1C=CC=CC=1)(C1C=CC=CC=1)C1C=CC=CC=1)[P](C1C=CC=CC=1)(C1C=CC=CC=1)C1C=CC=CC=1.[Cu]I. The product is [Si:1]([O:8][CH2:9][C@H:10]1[CH2:14][C@@H:13]([N:15]2[CH:23]=[N:22][C:21]3[C:16]2=[N:17][CH:18]=[N:19][C:20]=3[C:40]#[C:39][C:33]2[CH:38]=[CH:37][CH:36]=[CH:35][CH:34]=2)[CH2:12][C@@H:11]1[OH:25])([C:4]([CH3:7])([CH3:6])[CH3:5])([CH3:3])[CH3:2]. The reactants are [Si:1]([O:8][CH2:9][C@H:10]1[CH2:14][C@@H:13]([N:15]2[CH:23]=[N:22][C:21]3[C:16]2=[N:17][CH:18]=[N:19][C:20]=3Cl)[CH2:12][C@@H:11]1[OH:25])([C:4]([CH3:7])([CH3:6])[CH3:5])([CH3:3])[CH3:2].C(N(CC)CC)C.[C:33]1([C:39]#[CH:40])[CH:38]=[CH:37][CH:36]=[CH:35][CH:34]=1.